Task: Predict the product of the given reaction.. Dataset: Forward reaction prediction with 1.9M reactions from USPTO patents (1976-2016) (1) Given the reactants P(Cl)(Cl)(Cl)=O.[Br:6][C:7]1[CH:8]=[C:9]([Cl:16])[CH:10]=[C:11]2[C:15]=1[NH:14][CH:13]=[CH:12]2.CN([CH:20]=[O:21])C, predict the reaction product. The product is: [Br:6][C:7]1[CH:8]=[C:9]([Cl:16])[CH:10]=[C:11]2[C:15]=1[NH:14][CH:13]=[C:12]2[CH:20]=[O:21]. (2) Given the reactants [NH2:1][CH2:2][CH:3]1[CH2:8][CH2:7][N:6]([C:9]2[N:13]([CH3:14])[N:12]=[CH:11][C:10]=2[NH2:15])[CH2:5][CH2:4]1.C(OC([NH:23][C:24]1[S:28][C:27]([CH:29]2[CH2:32][CH2:31][CH2:30]2)=[N:26][C:25]=1[C:33](O)=[O:34])=O)(C)(C)C, predict the reaction product. The product is: [NH2:23][C:24]1[S:28][C:27]([CH:29]2[CH2:32][CH2:31][CH2:30]2)=[N:26][C:25]=1[C:33]([NH:15][C:10]1[CH:11]=[N:12][N:13]([CH3:14])[C:9]=1[N:6]1[CH2:7][CH2:8][CH:3]([CH2:2][NH2:1])[CH2:4][CH2:5]1)=[O:34]. (3) The product is: [F:1][C:2]1[CH:3]=[CH:4][C:5]2[N:6]([CH:10]=[CH:11][N:8]=2)[N:7]=1. Given the reactants [F:1][C:2]1[N:7]=[N:6][C:5]([NH2:8])=[CH:4][CH:3]=1.Cl[CH2:10][CH:11]=O, predict the reaction product. (4) Given the reactants [Br:1][C:2]1[CH:7]=[CH:6][CH:5]=[CH:4][C:3]=1F.[CH3:9][C:10]1([CH3:19])[CH2:15][CH:14]([OH:16])[CH2:13][C:12]([CH3:18])([CH3:17])[NH:11]1, predict the reaction product. The product is: [Br:1][C:2]1[CH:7]=[CH:6][CH:5]=[CH:4][C:3]=1[O:16][CH:14]1[CH2:15][C:10]([CH3:19])([CH3:9])[NH:11][C:12]([CH3:18])([CH3:17])[CH2:13]1. (5) Given the reactants [Br:1][C:2]1[C:3]([NH:8][NH2:9])=[N:4][CH:5]=[CH:6][CH:7]=1.[CH3:10][N:11]=[C:12]=[S:13], predict the reaction product. The product is: [Br:1][C:2]1[C:3]([NH:8][NH:9][C:12](=[S:13])[NH:11][CH3:10])=[N:4][CH:5]=[CH:6][CH:7]=1. (6) Given the reactants C(N(C(C)C)CC)(C)C.[CH2:10]([C@@H:17]1[CH2:21][O:20][C:19](=[O:22])[N:18]1[C:23](=[O:29])[CH2:24]P(=O)([O-])[O-])[C:11]1[CH:16]=[CH:15][CH:14]=[CH:13][CH:12]=1.[Cl-].[Li+].[CH2:32]([O:39][CH2:40][CH:41]=O)[C:33]1[CH:38]=[CH:37][CH:36]=[CH:35][CH:34]=1, predict the reaction product. The product is: [CH2:10]([C@@H:17]1[CH2:21][O:20][C:19](=[O:22])[N:18]1[C:23](=[O:29])/[CH:24]=[CH:41]/[CH2:40][O:39][CH2:32][C:33]1[CH:38]=[CH:37][CH:36]=[CH:35][CH:34]=1)[C:11]1[CH:16]=[CH:15][CH:14]=[CH:13][CH:12]=1. (7) Given the reactants C1(P(C2C=CC=CC=2)C2C=CC=CC=2)C=CC=CC=1.[NH:20]1[CH2:25][CH2:24][CH2:23][CH2:22][CH:21]1[CH:26](O)[CH3:27].CCOC(/N=N/C(OCC)=O)=O.O1CCCCC1[N:47]1[C:55]2[C:50](=[CH:51][C:52]([C:56]3[N:60]=[CH:59][N:58](C(C4C=CC=CC=4)(C4C=CC=CC=4)C4C=CC=CC=4)[N:57]=3)=[CH:53][CH:54]=2)[C:49]([C:80]2[CH:81]=[C:82]([OH:86])[CH:83]=[CH:84][CH:85]=2)=[N:48]1.Cl, predict the reaction product. The product is: [NH:57]1[C:56]([C:52]2[CH:51]=[C:50]3[C:55](=[CH:54][CH:53]=2)[NH:47][N:48]=[C:49]3[C:80]2[CH:85]=[CH:84][CH:83]=[C:82]([O:86][CH2:27][CH2:26][CH:21]3[CH2:22][CH2:23][CH2:24][CH2:25][NH:20]3)[CH:81]=2)=[N:60][CH:59]=[N:58]1. (8) Given the reactants S(Cl)([Cl:3])=O.[C:5]([C:8]1[C:16]2[C:11](=[CH:12][CH:13]=[CH:14][CH:15]=2)[N:10]([C:17]2[C:26]3[C:21](=[CH:22][CH:23]=[CH:24][CH:25]=3)[CH:20]=[CH:19][N:18]=2)[CH:9]=1)(O)=[O:6], predict the reaction product. The product is: [ClH:3].[Cl:3][C:5]([C:8]1[C:16]2[C:11](=[CH:12][CH:13]=[CH:14][CH:15]=2)[N:10]([C:17]2[C:26]3[C:21](=[CH:22][CH:23]=[CH:24][CH:25]=3)[CH:20]=[CH:19][N:18]=2)[CH:9]=1)=[O:6]. (9) Given the reactants [NH2:1][C:2]1[CH:3]=[C:4]([OH:12])[C:5](=[CH:10][CH:11]=1)[C:6]([O:8][CH3:9])=[O:7].[C:13]([C:17]1[CH:22]=[CH:21][C:20]([S:23](Cl)(=[O:25])=[O:24])=[CH:19][CH:18]=1)([CH3:16])([CH3:15])[CH3:14], predict the reaction product. The product is: [C:13]([C:17]1[CH:22]=[CH:21][C:20]([S:23]([NH:1][C:2]2[CH:11]=[CH:10][C:5]([C:6]([O:8][CH3:9])=[O:7])=[C:4]([OH:12])[CH:3]=2)(=[O:25])=[O:24])=[CH:19][CH:18]=1)([CH3:16])([CH3:14])[CH3:15]. (10) The product is: [N:8]1([C:5]2[CH:6]=[CH:7][C:2]([NH:1][S:41]([C:31]3[C:40]4[C:35](=[CH:36][CH:37]=[CH:38][CH:39]=4)[CH:34]=[CH:33][CH:32]=3)(=[O:43])=[O:42])=[C:3]([NH:21][S:22]([C:25]3[CH:30]=[CH:29][CH:28]=[CH:27][CH:26]=3)(=[O:24])=[O:23])[CH:4]=2)[CH2:13][CH2:12][NH:11][CH2:10][CH2:9]1. Given the reactants [NH2:1][C:2]1[CH:7]=[CH:6][C:5]([N:8]2[CH2:13][CH2:12][N:11](C(OC(C)(C)C)=O)[CH2:10][CH2:9]2)=[CH:4][C:3]=1[NH:21][S:22]([C:25]1[CH:30]=[CH:29][CH:28]=[CH:27][CH:26]=1)(=[O:24])=[O:23].[C:31]1([S:41](Cl)(=[O:43])=[O:42])[C:40]2[C:35](=[CH:36][CH:37]=[CH:38][CH:39]=2)[CH:34]=[CH:33][CH:32]=1, predict the reaction product.